From a dataset of Full USPTO retrosynthesis dataset with 1.9M reactions from patents (1976-2016). Predict the reactants needed to synthesize the given product. (1) The reactants are: [C:1](O)([C:3](F)(F)F)=[O:2].CC([N:12]([CH2:16][C:17]1[CH:22]=[CH:21][CH:20]=[C:19]([CH2:23][N:24]2[C:32]3[C:27](=[C:28]([C:33]#[N:34])[CH:29]=[CH:30][CH:31]=3)[C:26]([NH:35][S:36]([C:39]3[S:40][C:41]([Cl:44])=[CH:42][CH:43]=3)(=[O:38])=[O:37])=[N:25]2)[CH:18]=1)C(=O)[O-])(C)C.C(N(CC)CC)C.C(OC(=O)C)(=O)C. Given the product [Cl:44][C:41]1[S:40][C:39]([S:36]([NH:35][C:26]2[C:27]3[C:32](=[CH:31][CH:30]=[CH:29][C:28]=3[C:33]#[N:34])[N:24]([CH2:23][C:19]3[CH:18]=[C:17]([CH2:16][NH:12][C:1](=[O:2])[CH3:3])[CH:22]=[CH:21][CH:20]=3)[N:25]=2)(=[O:37])=[O:38])=[CH:43][CH:42]=1, predict the reactants needed to synthesize it. (2) Given the product [Cl:12][C:9]1[CH:10]=[C:11]2[C:6](=[CH:7][CH:8]=1)[NH:5][C:4](=[O:13])[C:3]2=[CH:2][NH:26][C:27]1[CH:31]=[CH:30][NH:29][N:28]=1, predict the reactants needed to synthesize it. The reactants are: O/[CH:2]=[C:3]1\[C:4](=[O:13])[NH:5][C:6]2[C:11]\1=[CH:10][C:9]([Cl:12])=[CH:8][CH:7]=2.O/C=C1\C(=O)NC2C\1=CC=CC=2.[NH2:26][C:27]1[CH:31]=[CH:30][NH:29][N:28]=1. (3) The reactants are: Br[C:2]1[CH:3]=[C:4]([C:8]2[NH:12][C:11]([CH:13]3[N:21]4[C:16](=[CH:17][C:18]([C:23]5[CH:28]=[C:27]([Cl:29])[CH:26]=[CH:25][C:24]=5[N:30]5[CH:34]=[N:33][N:32]=[N:31]5)=[CH:19][C:20]4=[O:22])[CH2:15][CH2:14]3)=[N:10][CH:9]=2)[CH:5]=[CH:6][CH:7]=1.C1(CNCC2CCCCC2)CCCCC1.[C:50]([O:54][C:55]([CH3:58])([CH3:57])[CH3:56])(=[O:53])[CH:51]=[CH2:52]. Given the product [Cl:29][C:27]1[CH:26]=[CH:25][C:24]([N:30]2[CH:34]=[N:33][N:32]=[N:31]2)=[C:23]([C:18]2[CH:17]=[C:16]3[N:21]([CH:13]([C:11]4[NH:12][C:8]([C:4]5[CH:3]=[C:2](/[CH:52]=[CH:51]/[C:50]([O:54][C:55]([CH3:58])([CH3:57])[CH3:56])=[O:53])[CH:7]=[CH:6][CH:5]=5)=[CH:9][N:10]=4)[CH2:14][CH2:15]3)[C:20](=[O:22])[CH:19]=2)[CH:28]=1, predict the reactants needed to synthesize it. (4) Given the product [CH2:1]([O:3][C@@H:4]([CH2:9][C:10]1[CH:15]=[CH:14][C:13]([C:16]2[S:20][C:19]([N:21]([CH3:30])[C:22]([NH:24][CH2:25][CH2:26][CH2:27][CH2:28][CH3:29])=[O:23])=[N:18][CH:17]=2)=[CH:12][CH:11]=1)[C:5]([OH:7])=[O:6])[CH3:2], predict the reactants needed to synthesize it. The reactants are: [CH2:1]([O:3][C@@H:4]([CH2:9][C:10]1[CH:15]=[CH:14][C:13]([C:16]2[S:20][C:19]([N:21]([CH3:30])[C:22]([NH:24][CH2:25][CH2:26][CH2:27][CH2:28][CH3:29])=[O:23])=[N:18][CH:17]=2)=[CH:12][CH:11]=1)[C:5]([O:7]C)=[O:6])[CH3:2].[OH-].[Li+].